This data is from Catalyst prediction with 721,799 reactions and 888 catalyst types from USPTO. The task is: Predict which catalyst facilitates the given reaction. Reactant: C(SCCCC)CCC.[N:10]1[CH:15]=[CH:14][CH:13]=[CH:12][C:11]=1[Li].[C:17]([O:21][C:22](=[O:36])[CH:23]=[CH:24][CH2:25][C:26]1[CH:27]=[C:28]2[C:32](=[C:33]([CH3:35])[CH:34]=1)[NH:31][N:30]=[CH:29]2)([CH3:20])([CH3:19])[CH3:18]. Product: [C:17]([O:21][C:22](=[O:36])[CH2:23][CH:24]([C:11]1[CH:12]=[CH:13][CH:14]=[CH:15][N:10]=1)[CH2:25][C:26]1[CH:27]=[C:28]2[C:32](=[C:33]([CH3:35])[CH:34]=1)[NH:31][N:30]=[CH:29]2)([CH3:19])([CH3:20])[CH3:18]. The catalyst class is: 28.